From a dataset of Peptide-MHC class I binding affinity with 185,985 pairs from IEDB/IMGT. Regression. Given a peptide amino acid sequence and an MHC pseudo amino acid sequence, predict their binding affinity value. This is MHC class I binding data. (1) The peptide sequence is ITRKEAEQF. The MHC is HLA-A02:11 with pseudo-sequence HLA-A02:11. The binding affinity (normalized) is 0.0847. (2) The peptide sequence is AVRQKSRWI. The MHC is HLA-B27:05 with pseudo-sequence HLA-B27:05. The binding affinity (normalized) is 0.0847. (3) The peptide sequence is GEWKEGEEV. The MHC is HLA-B44:02 with pseudo-sequence HLA-B44:02. The binding affinity (normalized) is 0.103. (4) The peptide sequence is ALFSGVSWI. The MHC is HLA-A02:01 with pseudo-sequence HLA-A02:01. The binding affinity (normalized) is 0.930. (5) The binding affinity (normalized) is 0.0847. The peptide sequence is YPSLMSRVV. The MHC is HLA-B27:03 with pseudo-sequence HLA-B27:03. (6) The peptide sequence is KVFDKSLLY. The MHC is HLA-A02:03 with pseudo-sequence HLA-A02:03. The binding affinity (normalized) is 0.0847. (7) The peptide sequence is LPSLIKTILA. The MHC is HLA-B54:01 with pseudo-sequence HLA-B54:01. The binding affinity (normalized) is 0.960.